Dataset: Reaction yield outcomes from USPTO patents with 853,638 reactions. Task: Predict the reaction yield, written as a fraction of the theoretical maximum amount of product (1.0 means a 100% yield; for example, 0.34 means a 34% yield). (1) The reactants are Cl[C:2]1[N:11]=[CH:10][C:9]2[N:8]3[CH:12]=[N:13][N:14]=[C:7]3[C@@H:6]([CH2:15][CH3:16])[N:5]([CH:17]3[CH2:21][CH2:20][CH2:19][CH2:18]3)[C:4]=2[N:3]=1.[CH3:22][NH2:23].C(O)(C(F)(F)F)=O.C(=O)([O-])[O-]. The catalyst is C(O)C.C(#N)C.O. The product is [CH:17]1([N:5]2[C:4]3[N:3]=[C:2]([NH:23][CH3:22])[N:11]=[CH:10][C:9]=3[N:8]3[CH:12]=[N:13][N:14]=[C:7]3[C@H:6]2[CH2:15][CH3:16])[CH2:21][CH2:20][CH2:19][CH2:18]1. The yield is 0.610. (2) The reactants are [C:1]([C:5]1[CH:10]=[CH:9][C:8]([C:11](=[S:21])[NH:12][C:13]2[C:18](Br)=[CH:17][CH:16]=[CH:15][C:14]=2Br)=[CH:7][CH:6]=1)([CH3:4])([CH3:3])[CH3:2].C([O-])([O-])=O.[Cs+].[Cs+].CC(C)([O-])C.[Na+].[NH:34]1[CH2:39][CH2:38][NH:37][CH2:36][CH2:35]1. The catalyst is O1CCOCC1.C1C=CC(/C=C/C(/C=C/C2C=CC=CC=2)=O)=CC=1.C1C=CC(/C=C/C(/C=C/C2C=CC=CC=2)=O)=CC=1.C1C=CC(/C=C/C(/C=C/C2C=CC=CC=2)=O)=CC=1.[Pd].[Pd].C1(C)C=CC=CC=1. The product is [C:1]([C:5]1[CH:10]=[CH:9][C:8]([C:11]2[S:21][C:14]3[CH:15]=[CH:16][CH:17]=[C:18]([N:34]4[CH2:39][CH2:38][NH:37][CH2:36][CH2:35]4)[C:13]=3[N:12]=2)=[CH:7][CH:6]=1)([CH3:4])([CH3:3])[CH3:2]. The yield is 0.420. (3) The product is [C:1]([N:4]1[C:13]2[C:8](=[CH:9][C:10]([C:14]#[N:15])=[CH:11][CH:12]=2)[C@H:7]([NH:16][C:28]2[CH:29]=[CH:30][CH:31]=[C:32]([O:34][CH2:35][CH2:36][NH2:37])[N:33]=2)[C@@H:6]([CH3:17])[C@@H:5]1[CH:18]1[CH2:20][CH2:19]1)(=[O:3])[CH3:2]. The yield is 0.380. The reactants are [C:1]([N:4]1[C:13]2[C:8](=[CH:9][C:10]([C:14]#[N:15])=[CH:11][CH:12]=2)[C@H:7]([NH2:16])[C@@H:6]([CH3:17])[C@@H:5]1[CH:18]1[CH2:20][CH2:19]1)(=[O:3])[CH3:2].CC(C)([O-])C.[Na+].Br[C:28]1[N:33]=[C:32]([O:34][CH2:35][CH2:36][NH:37]C(=O)OC(C)(C)C)[CH:31]=[CH:30][CH:29]=1.Cl.O1CCOCC1. The catalyst is C1(C)C=CC=CC=1.CCOC(C)=O.C1C=CC(/C=C/C(/C=C/C2C=CC=CC=2)=O)=CC=1.C1C=CC(/C=C/C(/C=C/C2C=CC=CC=2)=O)=CC=1.C1C=CC(/C=C/C(/C=C/C2C=CC=CC=2)=O)=CC=1.[Pd].[Pd].CC(P(C(C)(C)C)[C-]1C=CC=C1)(C)C.C1C=CC([C-]2C(C3C=CC=CC=3)=C(C3C=CC=CC=3)C(C3C=CC=CC=3)=C2C2C=CC=CC=2)=CC=1.[Fe+2]. (4) The reactants are [Cl:1][C:2]1[CH:8]=[C:7]([Cl:9])[C:5]([OH:6])=[CH:4][C:3]=1[OH:10].[CH2:11]([CH:13]1[O:15][CH2:14]1)Cl.[CH:16]([OH:19])([CH3:18])[CH3:17].[OH-:20].[Na+]. The catalyst is O. The product is [Cl:1][C:2]12[CH:18]3[O:19][CH:16]3[CH2:17][O:20][CH2:11][CH:13]3[O:15][CH:14]3[C:4](=[C:5]([C:7]([Cl:9])=[CH:8]1)[OH:6])[CH:3]2[OH:10]. The yield is 0.500. (5) The reactants are C1C=CC(P(C2C=CC=CC=2)C2C=CC=CC=2)=CC=1.[C:20]([OH:28])(=[O:27])[C:21]1[CH:26]=[CH:25][CH:24]=[CH:23][CH:22]=1.[C:29]([O:33][C:34]([N:36]1[CH2:40][C@H:39](O)[CH2:38][C@H:37]1[C:42]1[O:46][N:45]=[C:44]([C:47]2[CH:52]=[CH:51][C:50]([CH2:53][CH2:54][CH2:55][CH2:56][CH2:57][CH2:58][CH2:59][CH3:60])=[CH:49][CH:48]=2)[N:43]=1)=[O:35])([CH3:32])([CH3:31])[CH3:30].CC(OC(/N=N/C(OC(C)C)=O)=O)C. The catalyst is C1COCC1. The product is [C:29]([O:33][C:34]([N:36]1[CH2:40][C@@H:39]([O:27][C:20](=[O:28])[C:21]2[CH:26]=[CH:25][CH:24]=[CH:23][CH:22]=2)[CH2:38][C@H:37]1[C:42]1[O:46][N:45]=[C:44]([C:47]2[CH:52]=[CH:51][C:50]([CH2:53][CH2:54][CH2:55][CH2:56][CH2:57][CH2:58][CH2:59][CH3:60])=[CH:49][CH:48]=2)[N:43]=1)=[O:35])([CH3:32])([CH3:31])[CH3:30]. The yield is 0.750. (6) The reactants are [NH2:1][C:2]1[C:11]2[C:6](=[CH:7][CH:8]=[CH:9][C:10]=2[O:12][CH2:13][CH:14]2[CH2:18][CH2:17][CH2:16][CH2:15]2)[N:5]=[C:4]([CH3:19])[C:3]=1[C:20]([O:22]CC)=[O:21].[OH-].[Na+]. The catalyst is CCO. The product is [NH2:1][C:2]1[C:11]2[C:6](=[CH:7][CH:8]=[CH:9][C:10]=2[O:12][CH2:13][CH:14]2[CH2:18][CH2:17][CH2:16][CH2:15]2)[N:5]=[C:4]([CH3:19])[C:3]=1[C:20]([OH:22])=[O:21]. The yield is 0.490. (7) The reactants are Cl.[CH3:2][C:3]1[C:11]([C:12](=[S:14])[NH2:13])=[C:6]2[CH:7]=[CH:8][CH:9]=[CH:10][N:5]2[N:4]=1.Cl[CH:16]([C:22]([C:24]1[CH:29]=[CH:28][CH:27]=[CH:26][C:25]=1[Cl:30])=O)[C:17]([O:19][CH2:20][CH3:21])=[O:18]. The catalyst is CC(O)C. The product is [Cl:30][C:25]1[CH:26]=[CH:27][CH:28]=[CH:29][C:24]=1[C:22]1[N:13]=[C:12]([C:11]2[C:3]([CH3:2])=[N:4][N:5]3[CH:10]=[CH:9][CH:8]=[CH:7][C:6]=23)[S:14][C:16]=1[C:17]([O:19][CH2:20][CH3:21])=[O:18]. The yield is 0.910.